This data is from Full USPTO retrosynthesis dataset with 1.9M reactions from patents (1976-2016). The task is: Predict the reactants needed to synthesize the given product. (1) The reactants are: [NH2:1][C:2]1[CH:10]=[CH:9][C:8](Br)=[CH:7][C:3]=1[C:4]([OH:6])=[O:5].[C:12]([Cu])#[N:13].Cl.CCOCC. Given the product [NH2:1][C:2]1[CH:10]=[CH:9][C:8]([C:12]#[N:13])=[CH:7][C:3]=1[C:4]([OH:6])=[O:5], predict the reactants needed to synthesize it. (2) Given the product [CH2:1]([N:8]1[CH:16]=[C:15]2[C:10]([CH:11]=[C:12]([C:17]3[CH:18]=[C:19]([C:27]4[CH:32]=[CH:31][C:30]([CH2:33][N:39]5[CH2:40][CH2:41][N:36]([CH3:35])[CH2:37][CH2:38]5)=[CH:29][CH:28]=4)[N:20]4[C:25]=3[C:24]([NH2:26])=[N:23][CH:22]=[N:21]4)[CH:13]=[CH:14]2)=[N:9]1)[C:2]1[CH:7]=[CH:6][CH:5]=[CH:4][CH:3]=1, predict the reactants needed to synthesize it. The reactants are: [CH2:1]([N:8]1[CH:16]=[C:15]2[C:10]([CH:11]=[C:12]([C:17]3[CH:18]=[C:19]([C:27]4[CH:32]=[CH:31][C:30]([CH2:33]Br)=[CH:29][CH:28]=4)[N:20]4[C:25]=3[C:24]([NH2:26])=[N:23][CH:22]=[N:21]4)[CH:13]=[CH:14]2)=[N:9]1)[C:2]1[CH:7]=[CH:6][CH:5]=[CH:4][CH:3]=1.[CH3:35][N:36]1[CH2:41][CH2:40][NH:39][CH2:38][CH2:37]1. (3) The reactants are: [BH4-].[Na+].[NH2:3][CH2:4][C:5]1([OH:18])[CH2:10][CH2:9][N:8]([CH2:11][C:12]2[CH:17]=[CH:16][CH:15]=[CH:14][CH:13]=2)[CH2:7][CH2:6]1.[CH3:19][CH:20]([CH3:24])[CH2:21][CH:22]=O.[F:25][C:26]([F:37])([F:36])[C:27](O[C:27](=[O:28])[C:26]([F:37])([F:36])[F:25])=[O:28]. Given the product [CH2:11]([N:8]1[CH2:9][CH2:10][C:5]([CH2:4][N:3]([CH2:22][CH2:21][CH:20]([CH3:24])[CH3:19])[C:27](=[O:28])[C:26]([F:37])([F:36])[F:25])([OH:18])[CH2:6][CH2:7]1)[C:12]1[CH:17]=[CH:16][CH:15]=[CH:14][CH:13]=1, predict the reactants needed to synthesize it. (4) Given the product [Cl:1][C:2]1[N:3]=[C:4]([OH:20])[C:5]2[CH:11]=[C:10]([Cl:12])[CH:9]=[N:8][C:6]=2[N:7]=1, predict the reactants needed to synthesize it. The reactants are: [Cl:1][C:2]1[N:3]=[C:4](Cl)[C:5]2[CH:11]=[C:10]([Cl:12])[CH:9]=[N:8][C:6]=2[N:7]=1.[OH-].[Na+].C([OH:20])CCC. (5) Given the product [CH2:1]([O:8][C@H:9]1[C@@H:15]([O:16][CH2:17][C:18]2[CH:23]=[CH:22][CH:21]=[CH:20][CH:19]=2)[C@H:14]([O:24][CH2:25][C:26]2[CH:27]=[CH:28][CH:29]=[CH:30][CH:31]=2)[C@@H:13]([CH2:32][O:33][CH2:34][C:35]2[CH:36]=[CH:37][CH:38]=[CH:39][CH:40]=2)[O:12][CH:10]1[O:11][CH2:49][C:48]([OH:51])=[O:47])[C:2]1[CH:3]=[CH:4][CH:5]=[CH:6][CH:7]=1, predict the reactants needed to synthesize it. The reactants are: [CH2:1]([O:8][C@H:9]1[C@@H:15]([O:16][CH2:17][C:18]2[CH:23]=[CH:22][CH:21]=[CH:20][CH:19]=2)[C@H:14]([O:24][CH2:25][C:26]2[CH:31]=[CH:30][CH:29]=[CH:28][CH:27]=2)[C@@H:13]([CH2:32][O:33][CH2:34][C:35]2[CH:40]=[CH:39][CH:38]=[CH:37][CH:36]=2)[O:12][CH:10]1[OH:11])[C:2]1[CH:7]=[CH:6][CH:5]=[CH:4][CH:3]=1.[OH-].[K+].C([O:47][C:48](=[O:51])[CH2:49]Br)(C)(C)C.C(O)C. (6) Given the product [Br:1][C:2]1[CH:10]=[CH:9][C:5]([C:6]([NH2:18])=[O:7])=[C:4]([CH3:11])[CH:3]=1, predict the reactants needed to synthesize it. The reactants are: [Br:1][C:2]1[CH:10]=[CH:9][C:5]([C:6](O)=[O:7])=[C:4]([CH3:11])[CH:3]=1.C(Cl)(C(Cl)=O)=O.[NH4+:18].[OH-]. (7) Given the product [CH3:9][O:10][C:11]1[CH:12]=[C:13]([CH:15]=[CH:16][CH:17]=1)[N:14]=[CH:7][C:3]1[N:2]([CH3:1])[CH:6]=[CH:5][N:4]=1, predict the reactants needed to synthesize it. The reactants are: [CH3:1][N:2]1[CH:6]=[CH:5][N:4]=[C:3]1[CH:7]=O.[CH3:9][O:10][C:11]1[CH:12]=[C:13]([CH:15]=[CH:16][CH:17]=1)[NH2:14]. (8) Given the product [Br:32][C:5]1[N:4]=[C:3]([CH3:2])[N:7]2[C:8]3[CH:14]=[CH:13][N:12]([S:15]([C:18]4[CH:24]=[CH:23][C:21]([CH3:22])=[CH:20][CH:19]=4)(=[O:16])=[O:17])[C:9]=3[N:10]=[CH:11][C:6]=12, predict the reactants needed to synthesize it. The reactants are: Cl.[CH3:2][C:3]1[N:7]2[C:8]3[CH:14]=[CH:13][N:12]([S:15]([C:18]4[CH:24]=[CH:23][C:21]([CH3:22])=[CH:20][CH:19]=4)(=[O:17])=[O:16])[C:9]=3[N:10]=[CH:11][C:6]2=[CH:5][N:4]=1.C1C(=O)N([Br:32])C(=O)C1.O.C([O-])(O)=O.[Na+]. (9) Given the product [CH:60]1([C:55]2[N:54]=[CH:2][C:1]([O:8][C@H:9]3[CH2:13][N:12]4[C:14](=[O:16])[CH2:72][CH2:71][N:70]([C:32](=[O:34])[CH:31]([OH:30])[C:35]5[CH:40]=[CH:39][CH:38]=[C:37]([C:41]([F:44])([F:43])[F:42])[CH:36]=5)[CH2:21][C@@H:11]4[CH2:10]3)=[N:57][CH:56]=2)[CH2:59][CH2:58]1, predict the reactants needed to synthesize it. The reactants are: [CH2:1]([O:8][C@H:9]1[CH2:13][N:12]([C:14]([O:16]C(C)(C)C)=O)[C@H:11]([CH2:21]O)[CH2:10]1)[C:2]1C=CC=CC=1.Cl.O1CCOCC1.[OH:30][CH:31]([C:35]1[CH:40]=[CH:39][CH:38]=[C:37]([C:41]([F:44])([F:43])[F:42])[CH:36]=1)[C:32]([OH:34])=O.F[P-](F)(F)(F)(F)F.N1(OC(N(C)C)=[N+](C)C)[C:56]2[N:57]=[CH:58][CH:59]=[CH:60][C:55]=2[N:54]=N1.C[N:70]1CCO[CH2:72][CH2:71]1.